From a dataset of NCI-60 drug combinations with 297,098 pairs across 59 cell lines. Regression. Given two drug SMILES strings and cell line genomic features, predict the synergy score measuring deviation from expected non-interaction effect. (1) Drug 1: CN(CC1=CN=C2C(=N1)C(=NC(=N2)N)N)C3=CC=C(C=C3)C(=O)NC(CCC(=O)O)C(=O)O. Drug 2: C1CN(P(=O)(OC1)NCCCl)CCCl. Cell line: 786-0. Synergy scores: CSS=33.0, Synergy_ZIP=1.19, Synergy_Bliss=-4.25, Synergy_Loewe=-25.3, Synergy_HSA=-6.93. (2) Drug 1: CN(C)N=NC1=C(NC=N1)C(=O)N. Drug 2: CC12CCC3C(C1CCC2O)C(CC4=C3C=CC(=C4)O)CCCCCCCCCS(=O)CCCC(C(F)(F)F)(F)F. Cell line: HOP-62. Synergy scores: CSS=0.0545, Synergy_ZIP=1.31, Synergy_Bliss=1.30, Synergy_Loewe=-1.32, Synergy_HSA=-2.15. (3) Cell line: KM12. Drug 1: CCCS(=O)(=O)NC1=C(C(=C(C=C1)F)C(=O)C2=CNC3=C2C=C(C=N3)C4=CC=C(C=C4)Cl)F. Drug 2: COCCOC1=C(C=C2C(=C1)C(=NC=N2)NC3=CC=CC(=C3)C#C)OCCOC.Cl. Synergy scores: CSS=0.477, Synergy_ZIP=2.06, Synergy_Bliss=2.10, Synergy_Loewe=-0.799, Synergy_HSA=-1.28. (4) Drug 1: CN1C(=O)N2C=NC(=C2N=N1)C(=O)N. Drug 2: C1=CC=C(C=C1)NC(=O)CCCCCCC(=O)NO. Cell line: CAKI-1. Synergy scores: CSS=36.1, Synergy_ZIP=-2.45, Synergy_Bliss=-8.49, Synergy_Loewe=-56.6, Synergy_HSA=-11.5. (5) Synergy scores: CSS=35.6, Synergy_ZIP=2.24, Synergy_Bliss=8.78, Synergy_Loewe=-43.0, Synergy_HSA=0.00728. Cell line: OVCAR3. Drug 2: C1CNP(=O)(OC1)N(CCCl)CCCl. Drug 1: CCC1(CC2CC(C3=C(CCN(C2)C1)C4=CC=CC=C4N3)(C5=C(C=C6C(=C5)C78CCN9C7C(C=CC9)(C(C(C8N6C)(C(=O)OC)O)OC(=O)C)CC)OC)C(=O)OC)O.OS(=O)(=O)O.